This data is from Catalyst prediction with 721,799 reactions and 888 catalyst types from USPTO. The task is: Predict which catalyst facilitates the given reaction. (1) Reactant: CS([C:5]1(C)[C:8](=[C:9]([C:14]2[CH:19]=[C:18]([F:20])[CH:17]=[C:16]([F:21])[CH:15]=2)[S:10]([CH3:13])(=[O:12])=[O:11])[CH2:7][N:6]1[C@H:22]([C:30]1[CH:35]=[CH:34][C:33]([CH2:36]Cl)=[CH:32][CH:31]=1)[C:23]1[CH:28]=[CH:27][C:26]([Cl:29])=[CH:25][CH:24]=1)(=O)=O.[NH:39]1[CH2:44][CH2:43][S:42][CH2:41][CH2:40]1. Product: [Cl:29][C:26]1[CH:27]=[CH:28][C:23]([C@@H:22]([C:30]2[CH:35]=[CH:34][C:33]([CH2:36][N:39]3[CH2:44][CH2:43][S:42][CH2:41][CH2:40]3)=[CH:32][CH:31]=2)[N:6]2[CH2:7][C:8](=[C:9]([C:14]3[CH:19]=[C:18]([F:20])[CH:17]=[C:16]([F:21])[CH:15]=3)[S:10]([CH3:13])(=[O:12])=[O:11])[CH2:5]2)=[CH:24][CH:25]=1. The catalyst class is: 4. (2) Reactant: [CH3:1][S:2](Cl)(=[O:4])=[O:3].[OH:6][CH2:7][CH2:8][C:9]1[CH:16]=[CH:15][C:12]([C:13]#[N:14])=[CH:11][CH:10]=1.C(N(CC)CC)C.O. Product: [CH3:1][S:2]([O:6][CH2:7][CH2:8][C:9]1[CH:16]=[CH:15][C:12]([C:13]#[N:14])=[CH:11][CH:10]=1)(=[O:4])=[O:3]. The catalyst class is: 2. (3) Reactant: [C:1]([SiH2:5][O:6][C:7](C)(C)[C@H:8]1[C@@H]2[C@@H](OC(=O)C2)[CH2:10][C@H:9]1[O:17][CH:18]1[CH2:23][CH2:22][CH2:21][CH2:20][O:19]1)(C)(C)C.[H-].[CH2:32]([Al+][CH2:32][CH:33]([CH3:35])[CH3:34])[CH:33]([CH3:35])[CH3:34].[CH3:36]O.[C:38]([CH:41]([CH:43]([C:45]([O-:47])=[O:46])O)O)([O-])=O.[Na+].[K+]. Product: [Si:5]([O:6][CH2:7][C@@H:8]1[C@@H:41]2[C@@H:38]([O:47][CH:45]([OH:46])[CH2:43]2)[CH2:10][C@H:9]1[O:17][CH:18]1[CH2:23][CH2:22][CH2:21][CH2:20][O:19]1)([C:33]([CH3:32])([CH3:34])[CH3:35])([CH3:1])[CH3:36]. The catalyst class is: 715. (4) Reactant: C([O:3][C:4]([CH:6]1[CH2:10][CH:9]=[C:8]([CH3:11])[CH2:7]1)=[O:5])C.[OH-].[Na+]. Product: [CH3:11][C:8]1[CH2:7][CH:6]([C:4]([OH:5])=[O:3])[CH2:10][CH:9]=1. The catalyst class is: 5. (5) Reactant: [CH3:1][CH2:2][N:3]([CH2:6][CH2:7][NH:8][C:9]([C:11]1[C:12]([CH3:29])=[C:13](/[CH:17]=[C:18]2/[C:19]3[CH:20]=[C:21]([F:28])[CH:22]=[CH:23][C:24]=3[NH:25][C:26]/2=[O:27])[NH:14][C:15]=1[CH3:16])=[O:10])[CH2:4][CH3:5].[C:30](O)(=O)[C:31]([OH:33])=[O:32].[CH3:36][OH:37]. Product: [CH3:1][CH2:2][N:3]([CH2:6][CH2:7][NH:8][C:9]([C:11]1[C:12]([CH3:29])=[C:13](/[CH:17]=[C:18]2/[C:19]3[CH:20]=[C:21]([F:28])[CH:22]=[CH:23][C:24]=3[NH:25][C:26]/2=[O:27])[NH:14][C:15]=1[CH3:16])=[O:10])[CH2:4][CH3:5].[C:31]([O-:33])(=[O:32])[CH2:30][C:36]([O-:10])=[O:37]. The catalyst class is: 4. (6) Reactant: CC1(C)C2C(=C(P(C3C=CC=CC=3)C3C=CC=CC=3)C=CC=2)OC2C(P(C3C=CC=CC=3)C3C=CC=CC=3)=CC=CC1=2.FC(F)(F)S(O[C:49]1[N:54]=[C:53]2[C:55]3[N:62]([CH3:63])[N:61]=[C:60]([C:64](=[O:69])[N:65]([O:67][CH3:68])[CH3:66])[C:56]=3[CH2:57][CH2:58][CH2:59][C:52]2=[CH:51][N:50]=1)(=O)=O.C([O-])([O-])=O.[K+].[K+].[N:78]1([C:84]2[CH:89]=[CH:88][C:87]([NH2:90])=[CH:86][CH:85]=2)[CH2:83][CH2:82][O:81][CH2:80][CH2:79]1. Product: [CH3:68][O:67][N:65]([CH3:66])[C:64]([C:60]1[C:56]2[CH2:57][CH2:58][CH2:59][C:52]3[C:53](=[N:54][C:49]([NH:90][C:87]4[CH:86]=[CH:85][C:84]([N:78]5[CH2:83][CH2:82][O:81][CH2:80][CH2:79]5)=[CH:89][CH:88]=4)=[N:50][CH:51]=3)[C:55]=2[N:62]([CH3:63])[N:61]=1)=[O:69]. The catalyst class is: 231. (7) Reactant: C(N(C(C)C)CC)(C)C.C1C=CC2N(O)N=NC=2C=1.[NH2:20][N:21]1[CH2:26][CH2:25][CH2:24][CH:23]([C:27]2[CH:32]=[CH:31][CH:30]=[CH:29][C:28]=2[C:33]([F:36])([F:35])[F:34])[C:22]1=[O:37].[N:38]1([C:43]2[CH:44]=[CH:45][C:46](/[CH:51]=[CH:52]/[C:53](O)=[O:54])=[N:47][C:48]=2[O:49][CH3:50])[CH:42]=[CH:41][N:40]=[CH:39]1.C(=O)(O)[O-].[Na+]. Product: [N:38]1([C:43]2[CH:44]=[CH:45][C:46](/[CH:51]=[CH:52]/[C:53]([NH:20][N:21]3[CH2:26][CH2:25][CH2:24][CH:23]([C:27]4[CH:32]=[CH:31][CH:30]=[CH:29][C:28]=4[C:33]([F:34])([F:35])[F:36])[C:22]3=[O:37])=[O:54])=[N:47][C:48]=2[O:49][CH3:50])[CH:42]=[CH:41][N:40]=[CH:39]1. The catalyst class is: 607. (8) Reactant: [C:1]1([C:7]2[N:12]=[CH:11][C:10]([C:13]3[N:14]=[C:15]([CH:18]4[CH2:23][CH2:22][NH:21][CH2:20][CH2:19]4)[NH:16][CH:17]=3)=[CH:9][N:8]=2)[CH:6]=[CH:5][CH:4]=[CH:3][CH:2]=1.Cl[C:25]1[N+:30]([O-])=[N:29][CH:28]=[CH:27][CH:26]=1. Product: [C:1]1([C:7]2[N:12]=[CH:11][C:10]([C:13]3[N:14]=[C:15]([CH:18]4[CH2:23][CH2:22][N:21]([C:28]5[N:29]=[N:30][CH:25]=[CH:26][CH:27]=5)[CH2:20][CH2:19]4)[NH:16][CH:17]=3)=[CH:9][N:8]=2)[CH:2]=[CH:3][CH:4]=[CH:5][CH:6]=1. The catalyst class is: 58. (9) Reactant: Cl.[NH2:2][C:3]1[C:12]2[C:7](=[CH:8][CH:9]=[CH:10][CH:11]=2)[CH:6]=[CH:5][C:4]=1[OH:13].C(N(CC)CC)C.[Cl:21][CH2:22][C:23](Cl)=[O:24].O. Product: [Cl:21][CH2:22][C:23]([NH:2][C:3]1[C:12]2[C:7](=[CH:8][CH:9]=[CH:10][CH:11]=2)[CH:6]=[CH:5][C:4]=1[OH:13])=[O:24]. The catalyst class is: 7.